Dataset: Reaction yield outcomes from USPTO patents with 853,638 reactions. Task: Predict the reaction yield, written as a fraction of the theoretical maximum amount of product (1.0 means a 100% yield; for example, 0.34 means a 34% yield). The reactants are [C:1]1([CH3:20])[CH:6]=[CH:5][C:4]([CH:7]2[C:11]3[NH:12][C:13]([C:15]([O:17]CC)=[O:16])=[CH:14][C:10]=3[CH2:9][CH2:8]2)=[CH:3][CH:2]=1.[OH-].[Na+].CO. The catalyst is C1COCC1. The product is [C:1]1([CH3:20])[CH:2]=[CH:3][C:4]([CH:7]2[C:11]3[NH:12][C:13]([C:15]([OH:17])=[O:16])=[CH:14][C:10]=3[CH2:9][CH2:8]2)=[CH:5][CH:6]=1. The yield is 0.510.